Predict the product of the given reaction. From a dataset of Forward reaction prediction with 1.9M reactions from USPTO patents (1976-2016). (1) Given the reactants [Cl:1][C:2]1[CH:3]=[CH:4][C:5]([C:14]([N:16]2[CH2:21][CH2:20][N:19]([C:22]3[C:27]([CH3:28])=[CH:26][C:25]([CH3:29])=[CH:24][N:23]=3)[CH2:18][CH2:17]2)=[O:15])=[C:6]([N:8]2[CH2:12][CH2:11][CH2:10][C:9]2=[O:13])[CH:7]=1.[CH3:30][C@@H:31]1[CH2:35][O:34][C:33](=[O:36])[NH:32]1.C(=O)([O-])[O-].[Cs+].[Cs+].C(P(C(C)(C)C)C1C(C)=C(C)C(C)=C(C)C=1C1C(C(C)C)=CC(C(C)C)=CC=1C(C)C)(C)(C)C, predict the reaction product. The product is: [ClH:1].[CH3:28][C:27]1[C:22]([N:19]2[CH2:20][CH2:21][N:16]([C:14]([C:5]3[CH:4]=[CH:3][C:2]([N:32]4[C@H:31]([CH3:30])[CH2:35][O:34][C:33]4=[O:36])=[CH:7][C:6]=3[N:8]3[CH2:12][CH2:11][CH2:10][C:9]3=[O:13])=[O:15])[CH2:17][CH2:18]2)=[N:23][CH:24]=[C:25]([CH3:29])[CH:26]=1. (2) Given the reactants CSC.ClCl.[NH2:6][C:7]1[N:15]=[C:14]2[N:9]([C:10]([O:18][CH3:19])=[N:11][CH:12]=[C:13]2[O:16][CH3:17])[N:8]=1.N1C=CC=C(C)C=1.[F:27][CH:28]([F:45])[CH2:29][O:30][C:31]1[CH:36]=[CH:35][CH:34]=[C:33]([C:37]([F:40])([F:39])[F:38])[C:32]=1[S:41](Cl)(=[O:43])=[O:42].S(Cl)(Cl)(=O)=O, predict the reaction product. The product is: [F:45][CH:28]([F:27])[CH2:29][O:30][C:31]1[CH:36]=[CH:35][CH:34]=[C:33]([C:37]([F:38])([F:39])[F:40])[C:32]=1[S:41]([NH:6][C:7]1[N:15]=[C:14]2[N:9]([C:10]([O:18][CH3:19])=[N:11][CH:12]=[C:13]2[O:16][CH3:17])[N:8]=1)(=[O:42])=[O:43]. (3) Given the reactants [H-].[H-].[H-].[H-].[Li+].[Al+3].[CH:7]1([O:13][C:14]2[CH:22]=[CH:21][C:17]([C:18]([O-])=[O:19])=[CH:16][CH:15]=2)[CH2:12][CH2:11][CH2:10][CH2:9][CH2:8]1.O.[OH-].[K+], predict the reaction product. The product is: [CH:7]1([O:13][C:14]2[CH:15]=[CH:16][C:17]([CH2:18][OH:19])=[CH:21][CH:22]=2)[CH2:12][CH2:11][CH2:10][CH2:9][CH2:8]1. (4) Given the reactants [CH3:1][C:2]1[CH:15]=[C:5]2[C:6]([C@@H:10]3[CH2:12][C@H:11]3[CH2:13][NH2:14])=[CH:7][CH:8]=[CH:9][N:4]2[N:3]=1.C(N(CC)CC)C.[C:23](O[C:23]([O:25][C:26]([CH3:29])([CH3:28])[CH3:27])=[O:24])([O:25][C:26]([CH3:29])([CH3:28])[CH3:27])=[O:24], predict the reaction product. The product is: [C:26]([O:25][C:23](=[O:24])[NH:14][CH2:13][C@@H:11]1[CH2:12][C@H:10]1[C:6]1[C:5]2[N:4]([N:3]=[C:2]([CH3:1])[CH:15]=2)[CH:9]=[CH:8][CH:7]=1)([CH3:29])([CH3:28])[CH3:27]. (5) Given the reactants [NH:1]1[C:9]2[C:4](=[CH:5][C:6]([C:10]([OH:12])=O)=[CH:7][CH:8]=2)[CH:3]=[CH:2]1.[F:13][C:14]([F:25])([F:24])[O:15][C:16]1[CH:21]=[CH:20][CH:19]=[CH:18][C:17]=1[CH2:22][NH2:23].C(N(CC)CC)C.F[P-](F)(F)(F)(F)F.N1(O[P+](N(C)C)(N(C)C)N(C)C)C2C=CC=CC=2N=N1.C(=O)(O)[O-].[Na+], predict the reaction product. The product is: [F:13][C:14]([F:24])([F:25])[O:15][C:16]1[CH:21]=[CH:20][CH:19]=[CH:18][C:17]=1[CH2:22][NH:23][C:10]([C:6]1[CH:5]=[C:4]2[C:9](=[CH:8][CH:7]=1)[NH:1][CH:2]=[CH:3]2)=[O:12]. (6) Given the reactants [N+:1]([O-:4])([O-])=[O:2].[K+].[Br:6][C:7]1[C:12]([F:13])=[CH:11][CH:10]=[CH:9][C:8]=1[F:14], predict the reaction product. The product is: [Br:6][C:7]1[C:12]([F:13])=[C:11]([N+:1]([O-:4])=[O:2])[CH:10]=[CH:9][C:8]=1[F:14]. (7) Given the reactants [Br:1][C:2]1[C:14]2[C:13]3[C:8](=[CH:9][C:10]([CH2:15]O)=[CH:11][CH:12]=3)[NH:7][C:6]=2[C:5]([C:17]([NH2:19])=[O:18])=[CH:4][CH:3]=1.ClN1C(=O)CCC1=O.C1(P(C2C=CC=CC=2)C2C=CC=CC=2)C=CC=CC=1.[CH3:47][S-:48].[Na+], predict the reaction product. The product is: [Br:1][C:2]1[C:14]2[C:13]3[C:8](=[CH:9][C:10]([CH2:15][S:48][CH3:47])=[CH:11][CH:12]=3)[NH:7][C:6]=2[C:5]([C:17]([NH2:19])=[O:18])=[CH:4][CH:3]=1. (8) Given the reactants C1(P(C2C=CC=CC=2)C2C=CC=CC=2)C=CC=CC=1.[CH2:20]([C:22]1[C:26]([CH2:27][OH:28])=[C:25]([CH3:29])[O:24][N:23]=1)[CH3:21].O[C:31]1[CH:36]=[CH:35][C:34]([CH2:37][C:38]([NH:40][CH:41]([C:49]2[CH:54]=[CH:53][CH:52]=[CH:51][CH:50]=2)[C:42]2[CH:47]=[CH:46][CH:45]=[CH:44][C:43]=2[CH3:48])=[O:39])=[CH:33][CH:32]=1.CC(OC(/N=N/C(OC(C)C)=O)=O)C, predict the reaction product. The product is: [CH2:20]([C:22]1[C:26]([CH2:27][O:28][C:31]2[CH:32]=[CH:33][C:34]([CH2:37][C:38]([NH:40][CH:41]([C:49]3[CH:54]=[CH:53][CH:52]=[CH:51][CH:50]=3)[C:42]3[CH:47]=[CH:46][CH:45]=[CH:44][C:43]=3[CH3:48])=[O:39])=[CH:35][CH:36]=2)=[C:25]([CH3:29])[O:24][N:23]=1)[CH3:21]. (9) Given the reactants [NH2:1][C:2]1[C:3]([C:17]([O:19]C)=[O:18])=[N:4][C:5]([C:9]2[C:14]([F:15])=[CH:13][CH:12]=[CH:11][C:10]=2[F:16])=[C:6]([F:8])[CH:7]=1.O.[OH-].[Li+].C1COCC1.Cl, predict the reaction product. The product is: [NH2:1][C:2]1[C:3]([C:17]([OH:19])=[O:18])=[N:4][C:5]([C:9]2[C:14]([F:15])=[CH:13][CH:12]=[CH:11][C:10]=2[F:16])=[C:6]([F:8])[CH:7]=1.